Dataset: NCI-60 drug combinations with 297,098 pairs across 59 cell lines. Task: Regression. Given two drug SMILES strings and cell line genomic features, predict the synergy score measuring deviation from expected non-interaction effect. (1) Drug 1: CN(C)N=NC1=C(NC=N1)C(=O)N. Drug 2: CC1=C(C(CCC1)(C)C)C=CC(=CC=CC(=CC(=O)O)C)C. Cell line: RPMI-8226. Synergy scores: CSS=54.8, Synergy_ZIP=3.16, Synergy_Bliss=5.32, Synergy_Loewe=-29.1, Synergy_HSA=6.17. (2) Drug 1: CC1=C(N=C(N=C1N)C(CC(=O)N)NCC(C(=O)N)N)C(=O)NC(C(C2=CN=CN2)OC3C(C(C(C(O3)CO)O)O)OC4C(C(C(C(O4)CO)O)OC(=O)N)O)C(=O)NC(C)C(C(C)C(=O)NC(C(C)O)C(=O)NCCC5=NC(=CS5)C6=NC(=CS6)C(=O)NCCC[S+](C)C)O. Drug 2: CC1=C(C(=O)C2=C(C1=O)N3CC4C(C3(C2COC(=O)N)OC)N4)N. Cell line: NCI-H322M. Synergy scores: CSS=9.45, Synergy_ZIP=-3.04, Synergy_Bliss=-3.26, Synergy_Loewe=-2.60, Synergy_HSA=-3.73. (3) Drug 1: C1CC(C1)(C(=O)O)C(=O)O.[NH2-].[NH2-].[Pt+2]. Drug 2: C1=NC(=NC(=O)N1C2C(C(C(O2)CO)O)O)N. Cell line: OVCAR-8. Synergy scores: CSS=19.7, Synergy_ZIP=-4.73, Synergy_Bliss=-10.3, Synergy_Loewe=-24.6, Synergy_HSA=-8.74. (4) Drug 1: CCC1=CC2CC(C3=C(CN(C2)C1)C4=CC=CC=C4N3)(C5=C(C=C6C(=C5)C78CCN9C7C(C=CC9)(C(C(C8N6C)(C(=O)OC)O)OC(=O)C)CC)OC)C(=O)OC.C(C(C(=O)O)O)(C(=O)O)O. Drug 2: CC1C(C(CC(O1)OC2CC(CC3=C2C(=C4C(=C3O)C(=O)C5=C(C4=O)C(=CC=C5)OC)O)(C(=O)C)O)N)O.Cl. Cell line: PC-3. Synergy scores: CSS=31.0, Synergy_ZIP=-5.27, Synergy_Bliss=-2.32, Synergy_Loewe=-4.83, Synergy_HSA=-0.284.